Dataset: Forward reaction prediction with 1.9M reactions from USPTO patents (1976-2016). Task: Predict the product of the given reaction. (1) Given the reactants [C:1]([C:3]1[CH:23]=[CH:22][C:6]([C:7]([N:9]([C:11]2[CH:16]=[CH:15][CH:14]=[CH:13][C:12]=2[C:17]2[O:18][CH:19]=[CH:20][CH:21]=2)[CH3:10])=[O:8])=[CH:5][C:4]=1[CH3:24])#[N:2].[BH4-].[Na+].N, predict the reaction product. The product is: [NH2:2][CH2:1][C:3]1[CH:23]=[CH:22][C:6]([C:7]([N:9]([C:11]2[CH:16]=[CH:15][CH:14]=[CH:13][C:12]=2[C:17]2[O:18][CH:19]=[CH:20][CH:21]=2)[CH3:10])=[O:8])=[CH:5][C:4]=1[CH3:24]. (2) Given the reactants [C:1]([NH:4][C:5]1[N:10]=[CH:9][C:8]([NH:11][C:12](=[O:19])OCC(Cl)(Cl)Cl)=[CH:7][CH:6]=1)(=[O:3])[CH3:2].[F:20][C:21]1[CH:26]=[CH:25][CH:24]=[CH:23][C:22]=1[C:27]1[N:28]=[C:29]([N:32]2[CH2:37][CH2:36][NH:35][CH2:34][CH2:33]2)[S:30][CH:31]=1.C(N(C(C)C)CC)(C)C.O, predict the reaction product. The product is: [C:1]([NH:4][C:5]1[N:10]=[CH:9][C:8]([NH:11][C:12]([N:35]2[CH2:36][CH2:37][N:32]([C:29]3[S:30][CH:31]=[C:27]([C:22]4[CH:23]=[CH:24][CH:25]=[CH:26][C:21]=4[F:20])[N:28]=3)[CH2:33][CH2:34]2)=[O:19])=[CH:7][CH:6]=1)(=[O:3])[CH3:2].